From a dataset of NCI-60 drug combinations with 297,098 pairs across 59 cell lines. Regression. Given two drug SMILES strings and cell line genomic features, predict the synergy score measuring deviation from expected non-interaction effect. Drug 1: CC12CCC3C(C1CCC2=O)CC(=C)C4=CC(=O)C=CC34C. Drug 2: C1=CC(=C2C(=C1NCCNCCO)C(=O)C3=C(C=CC(=C3C2=O)O)O)NCCNCCO. Cell line: BT-549. Synergy scores: CSS=58.4, Synergy_ZIP=-0.104, Synergy_Bliss=-1.36, Synergy_Loewe=-0.157, Synergy_HSA=1.42.